This data is from Forward reaction prediction with 1.9M reactions from USPTO patents (1976-2016). The task is: Predict the product of the given reaction. (1) The product is: [CH3:18][C:19]1[CH:23]=[C:22]([CH3:24])[NH:21][C:20]=1[CH:25]=[C:10]1[C:9]2[C:13](=[CH:14][CH:15]=[CH:16][C:8]=2[C:5]2[CH:4]=[CH:3][C:2]([Br:1])=[CH:7][CH:6]=2)[NH:12][C:11]1=[O:17]. Given the reactants [Br:1][C:2]1[CH:7]=[CH:6][C:5]([C:8]2[CH:16]=[CH:15][CH:14]=[C:13]3[C:9]=2[CH2:10][C:11](=[O:17])[NH:12]3)=[CH:4][CH:3]=1.[CH3:18][C:19]1[CH:23]=[C:22]([CH3:24])[NH:21][C:20]=1[CH:25]=O, predict the reaction product. (2) Given the reactants [NH:1]1[CH2:5][CH2:4][CH:3]([OH:6])[CH2:2]1.CN(C)C=O.[Cl:12][C:13]1[CH:18]=[C:17]([Cl:19])[CH:16]=[CH:15][C:14]=1[C:20]1([C:23](O)=[O:24])[CH2:22][CH2:21]1.F[P-](F)(F)(F)(F)F.N1(O[P+](N(C)C)(N(C)C)N(C)C)C2C=CC=CC=2N=N1.CCN(C(C)C)C(C)C, predict the reaction product. The product is: [Cl:12][C:13]1[CH:18]=[C:17]([Cl:19])[CH:16]=[CH:15][C:14]=1[C:20]1([C:23]([N:1]2[CH2:5][CH2:4][CH:3]([OH:6])[CH2:2]2)=[O:24])[CH2:21][CH2:22]1. (3) Given the reactants [Cl:1][C:2]1[CH:9]=[C:8]([S:10]([N:13]2[CH:17]=[C:16]([CH:18]=O)[CH:15]=[C:14]2[C:20]2[CH:25]=[CH:24][CH:23]=[CH:22][CH:21]=2)(=[O:12])=[O:11])[CH:7]=[CH:6][C:3]=1[C:4]#[N:5].CO.[CH3:28][NH2:29].[BH4-].[Na+], predict the reaction product. The product is: [ClH:1].[Cl:1][C:2]1[CH:9]=[C:8]([S:10]([N:13]2[CH:17]=[C:16]([CH2:18][NH:29][CH3:28])[CH:15]=[C:14]2[C:20]2[CH:25]=[CH:24][CH:23]=[CH:22][CH:21]=2)(=[O:12])=[O:11])[CH:7]=[CH:6][C:3]=1[C:4]#[N:5]. (4) Given the reactants [CH3:1][N:2]1[CH:6]=[CH:5][CH:4]=[N:3]1.[Li][CH2:8][CH2:9][CH2:10]C.[B:12]([O-:18])([O-])[O:13][CH:14]([CH3:16])[CH3:15], predict the reaction product. The product is: [CH3:1][N:2]1[C:6]([B:12]2[O:13][C:14]([CH3:15])([CH3:16])[C:9]([CH3:10])([CH3:8])[O:18]2)=[CH:5][CH:4]=[N:3]1. (5) Given the reactants [NH2:1][CH2:2][C:3]1[S:4][CH:5]=[CH:6][C:7]=1[CH2:8][N:9]([CH3:11])[CH3:10].[Cl:12][C:13]1[C:21]([C:22]([F:25])([F:24])[F:23])=[CH:20][CH:19]=[CH:18][C:14]=1[C:15](O)=[O:16].BrC1C(Cl)=C(C=CC=1)C(O)=O, predict the reaction product. The product is: [Cl:12][C:13]1[C:21]([C:22]([F:23])([F:24])[F:25])=[CH:20][CH:19]=[CH:18][C:14]=1[C:15]([NH:1][CH2:2][C:3]1[S:4][CH:5]=[CH:6][C:7]=1[CH2:8][N:9]([CH3:11])[CH3:10])=[O:16].